Task: Regression. Given a peptide amino acid sequence and an MHC pseudo amino acid sequence, predict their binding affinity value. This is MHC class I binding data.. Dataset: Peptide-MHC class I binding affinity with 185,985 pairs from IEDB/IMGT (1) The peptide sequence is NLEKAKQTL. The MHC is HLA-A02:02 with pseudo-sequence HLA-A02:02. The binding affinity (normalized) is 0.191. (2) The peptide sequence is RPRIRLSAP. The MHC is HLA-A24:03 with pseudo-sequence HLA-A24:03. The binding affinity (normalized) is 0.0847.